Dataset: Forward reaction prediction with 1.9M reactions from USPTO patents (1976-2016). Task: Predict the product of the given reaction. Given the reactants [N:1]12[CH2:8][CH2:7][CH:4]([CH2:5][CH2:6]1)[C@H:3](OS(C)(=O)=O)[CH2:2]2.[C:14]1([SH:20])[CH:19]=[CH:18][CH:17]=[CH:16][CH:15]=1, predict the reaction product. The product is: [C:14]1([S:20][C@@H:3]2[CH:4]3[CH2:7][CH2:8][N:1]([CH2:6][CH2:5]3)[CH2:2]2)[CH:19]=[CH:18][CH:17]=[CH:16][CH:15]=1.